Dataset: Reaction yield outcomes from USPTO patents with 853,638 reactions. Task: Predict the reaction yield, written as a fraction of the theoretical maximum amount of product (1.0 means a 100% yield; for example, 0.34 means a 34% yield). (1) The reactants are [F:1][C:2]1[CH:7]=[CH:6][C:5]([C:8]2[C:9]3[CH:21]=[CH:20][C:19](=[O:22])[N:18]([C:23]4[CH:28]=[CH:27][CH:26]=[CH:25][C:24]=4[CH3:29])[C:10]=3[N:11]=[C:12](S(C)(=O)=O)[N:13]=2)=[C:4]([CH3:30])[CH:3]=1.[NH2:31][C:32]([CH3:37])([CH2:35][OH:36])[CH2:33][OH:34]. No catalyst specified. The product is [F:1][C:2]1[CH:7]=[CH:6][C:5]([C:8]2[C:9]3[CH:21]=[CH:20][C:19](=[O:22])[N:18]([C:23]4[CH:28]=[CH:27][CH:26]=[CH:25][C:24]=4[CH3:29])[C:10]=3[N:11]=[C:12]([NH:31][C:32]([CH2:35][OH:36])([CH3:37])[CH2:33][OH:34])[N:13]=2)=[C:4]([CH3:30])[CH:3]=1. The yield is 0.620. (2) The reactants are [CH:1]([C:4]1[CH:9]=[CH:8][C:7]([NH2:10])=[CH:6][CH:5]=1)=[CH:2][CH3:3].C(N(CC)CC)C.[C:18]([O:22][C:23](O[C:23]([O:22][C:18]([CH3:21])([CH3:20])[CH3:19])=[O:24])=[O:24])([CH3:21])([CH3:20])[CH3:19]. The catalyst is O1CCOCC1.O. The product is [C:18]([O:22][C:23](=[O:24])[NH:10][C:7]1[CH:8]=[CH:9][C:4]([CH:1]=[CH:2][CH3:3])=[CH:5][CH:6]=1)([CH3:21])([CH3:20])[CH3:19]. The yield is 0.900. (3) The product is [CH2:1]([O:8][C:9](=[O:18])[NH:10][C@H:11]([CH2:16][O:17][Si:19]([C:32]([CH3:35])([CH3:34])[CH3:33])([C:26]1[CH:27]=[CH:28][CH:29]=[CH:30][CH:31]=1)[C:20]1[CH:25]=[CH:24][CH:23]=[CH:22][CH:21]=1)[CH2:12][CH:13]([CH3:15])[CH3:14])[C:2]1[CH:7]=[CH:6][CH:5]=[CH:4][CH:3]=1. The yield is 0.980. The reactants are [CH2:1]([O:8][C:9](=[O:18])[NH:10][C@H:11]([CH2:16][OH:17])[CH2:12][CH:13]([CH3:15])[CH3:14])[C:2]1[CH:7]=[CH:6][CH:5]=[CH:4][CH:3]=1.[Si:19](Cl)([C:32]([CH3:35])([CH3:34])[CH3:33])([C:26]1[CH:31]=[CH:30][CH:29]=[CH:28][CH:27]=1)[C:20]1[CH:25]=[CH:24][CH:23]=[CH:22][CH:21]=1.N1C=CN=C1. The catalyst is CN(C)C=O. (4) The catalyst is CN(C=O)C. The reactants are IC.[CH3:3][C:4]([O:7][C:8]([NH:10][C@H:11]([C:17]([OH:19])=[O:18])[CH2:12][CH2:13][CH2:14][CH2:15][OH:16])=[O:9])([CH3:6])[CH3:5].[C:20]([O-])(O)=O.[Na+]. The yield is 0.920. The product is [C:4]([O:7][C:8]([NH:10][C@@H:11]([CH2:12][CH2:13][CH2:14][CH2:15][OH:16])[C:17]([O:19][CH3:20])=[O:18])=[O:9])([CH3:3])([CH3:5])[CH3:6]. (5) The reactants are [C:1]1([N:7]2[C:11]3[CH:12]=[CH:13][CH:14]=[CH:15][C:10]=3[N:9]=[C:8]2[C:16]2[CH:21]=[CH:20][C:19](B3OC(C)(C)C(C)(C)O3)=[CH:18][CH:17]=2)[CH:6]=[CH:5][CH:4]=[CH:3][CH:2]=1.[Br:31][C:32]1[CH:37]=[CH:36][C:35](I)=[CH:34][CH:33]=1.C(=O)([O-])[O-].[K+].[K+]. The catalyst is O1CCOCC1.O.C1C=CC([P]([Pd]([P](C2C=CC=CC=2)(C2C=CC=CC=2)C2C=CC=CC=2)([P](C2C=CC=CC=2)(C2C=CC=CC=2)C2C=CC=CC=2)[P](C2C=CC=CC=2)(C2C=CC=CC=2)C2C=CC=CC=2)(C2C=CC=CC=2)C2C=CC=CC=2)=CC=1. The product is [Br:31][C:32]1[CH:37]=[CH:36][C:35]([C:19]2[CH:18]=[CH:17][C:16]([C:8]3[N:7]([C:1]4[CH:2]=[CH:3][CH:4]=[CH:5][CH:6]=4)[C:11]4[CH:12]=[CH:13][CH:14]=[CH:15][C:10]=4[N:9]=3)=[CH:21][CH:20]=2)=[CH:34][CH:33]=1. The yield is 0.800. (6) The reactants are [ClH:1].O1CCOCC1.OC(C(F)(F)F)=O.[OH:15][C:16]1[CH:21]=[CH:20][C:19]([NH:22][C:23]([N:25]2[CH2:30][CH2:29][N:28](C(OC(C)(C)C)=O)[CH2:27][C@@H:26]2[CH2:38][O:39][C:40]2[CH:41]=[N:42][CH:43]=[CH:44][CH:45]=2)=[O:24])=[CH:18][CH:17]=1. The catalyst is CO. The product is [ClH:1].[ClH:1].[OH:15][C:16]1[CH:21]=[CH:20][C:19]([NH:22][C:23]([N:25]2[CH2:30][CH2:29][NH:28][CH2:27][CH:26]2[CH2:38][O:39][C:40]2[CH:41]=[N:42][CH:43]=[CH:44][CH:45]=2)=[O:24])=[CH:18][CH:17]=1. The yield is 0.880. (7) The reactants are [CH2:1]([C:13]1[CH:18]=[CH:17][C:16]([S:19](Cl)(=[O:21])=[O:20])=[CH:15][CH:14]=1)[CH2:2][CH2:3][CH2:4][CH2:5][CH2:6][CH2:7][CH2:8][CH2:9][CH2:10][CH2:11][CH3:12].[NH2:23][C:24]1[S:28][C:27]([C:29]([O:31][CH2:32][CH3:33])=[O:30])=[N:26][N:25]=1.Cl. The catalyst is N1C=CC=CC=1. The product is [CH2:1]([C:13]1[CH:18]=[CH:17][C:16]([S:19]([NH:23][C:24]2[S:28][C:27]([C:29]([O:31][CH2:32][CH3:33])=[O:30])=[N:26][N:25]=2)(=[O:21])=[O:20])=[CH:15][CH:14]=1)[CH2:2][CH2:3][CH2:4][CH2:5][CH2:6][CH2:7][CH2:8][CH2:9][CH2:10][CH2:11][CH3:12]. The yield is 0.340. (8) The reactants are [Cl:1][C:2]1[CH:3]=[C:4]([N:9]=[C:10]=[O:11])[CH:5]=[CH:6][C:7]=1[Cl:8].[OH:12][C:13]1[CH:18]=[CH:17][C:16]([CH:19]([NH:24][CH2:25][CH:26]=[CH2:27])[C:20](OC)=[O:21])=[CH:15][CH:14]=1. The catalyst is C1COCC1. The product is [Cl:1][C:2]1[CH:3]=[C:4]([N:9]2[C:20](=[O:21])[CH:19]([C:16]3[CH:17]=[CH:18][C:13]([OH:12])=[CH:14][CH:15]=3)[N:24]([CH2:25][CH:26]=[CH2:27])[C:10]2=[O:11])[CH:5]=[CH:6][C:7]=1[Cl:8]. The yield is 0.540. (9) The reactants are [C:1](Cl)(=[O:8])[C:2]1[CH:7]=[CH:6][CH:5]=[CH:4][CH:3]=1.C(O)(C(F)(F)F)=O.[NH2:17][C:18]1[CH:19]=[C:20]2[C:25](=[C:26]([C:28]([NH2:30])=[O:29])[CH:27]=1)[N:24]=[CH:23][N:22]=[C:21]2[NH:31][CH2:32][C:33]1[CH:38]=[CH:37][C:36]([Cl:39])=[C:35]([C:40]([F:43])([F:42])[F:41])[CH:34]=1.C(N(CC)CC)C. The catalyst is C(Cl)Cl. The product is [C:1]([NH:17][C:18]1[CH:19]=[C:20]2[C:25](=[C:26]([C:28]([NH2:30])=[O:29])[CH:27]=1)[N:24]=[CH:23][N:22]=[C:21]2[NH:31][CH2:32][C:33]1[CH:38]=[CH:37][C:36]([Cl:39])=[C:35]([C:40]([F:42])([F:43])[F:41])[CH:34]=1)(=[O:8])[C:2]1[CH:7]=[CH:6][CH:5]=[CH:4][CH:3]=1. The yield is 0.830. (10) The reactants are [CH2:1]([O:8][C:9]([C:11]1[N:12]([CH2:21][C:22]2[CH:27]=[CH:26][CH:25]=[CH:24][CH:23]=2)[C:13]2[C:18]([CH:19]=1)=[C:17](Br)[CH:16]=[CH:15][CH:14]=2)=[O:10])[C:2]1[CH:7]=[CH:6][CH:5]=[CH:4][CH:3]=1.[CH3:28][N:29]1[CH2:34][CH2:33][NH:32][CH2:31][CH2:30]1.C([O-])([O-])=O.[Cs+].[Cs+]. The catalyst is O1CCOCC1.C1C=CC(/C=C/C(/C=C/C2C=CC=CC=2)=O)=CC=1.C1C=CC(/C=C/C(/C=C/C2C=CC=CC=2)=O)=CC=1.C1C=CC(/C=C/C(/C=C/C2C=CC=CC=2)=O)=CC=1.[Pd].[Pd].C1C=CC(P(C2C(C3C(P(C4C=CC=CC=4)C4C=CC=CC=4)=CC=C4C=3C=CC=C4)=C3C(C=CC=C3)=CC=2)C2C=CC=CC=2)=CC=1. The product is [CH2:1]([O:8][C:9]([C:11]1[N:12]([CH2:21][C:22]2[CH:27]=[CH:26][CH:25]=[CH:24][CH:23]=2)[C:13]2[C:18]([CH:19]=1)=[C:17]([N:32]1[CH2:33][CH2:34][N:29]([CH3:28])[CH2:30][CH2:31]1)[CH:16]=[CH:15][CH:14]=2)=[O:10])[C:2]1[CH:7]=[CH:6][CH:5]=[CH:4][CH:3]=1. The yield is 0.710.